This data is from Forward reaction prediction with 1.9M reactions from USPTO patents (1976-2016). The task is: Predict the product of the given reaction. Given the reactants Br[C:2]1[CH:3]=[C:4]2[C:10]([C:11]3[CH:12]=[N:13][N:14]([CH2:16][C:17]4[CH:22]=[CH:21][CH:20]=[C:19]([F:23])[CH:18]=4)[CH:15]=3)=[CH:9][N:8]([S:24]([C:27]3[CH:33]=[CH:32][C:30]([CH3:31])=[CH:29][CH:28]=3)(=[O:26])=[O:25])[C:5]2=[N:6][CH:7]=1.[F:34][C:35]1[CH:40]=[C:39](B2OC(C)(C)C(C)(C)O2)[CH:38]=[CH:37][C:36]=1[N:50]1[CH2:55][CH2:54][N:53]([C:56]([O:58][C:59]([CH3:62])([CH3:61])[CH3:60])=[O:57])[CH2:52][CH2:51]1.C(=O)([O-])[O-].[Na+].[Na+], predict the reaction product. The product is: [F:34][C:35]1[CH:40]=[C:39]([C:2]2[CH:3]=[C:4]3[C:10]([C:11]4[CH:12]=[N:13][N:14]([CH2:16][C:17]5[CH:22]=[CH:21][CH:20]=[C:19]([F:23])[CH:18]=5)[CH:15]=4)=[CH:9][N:8]([S:24]([C:27]4[CH:28]=[CH:29][C:30]([CH3:31])=[CH:32][CH:33]=4)(=[O:25])=[O:26])[C:5]3=[N:6][CH:7]=2)[CH:38]=[CH:37][C:36]=1[N:50]1[CH2:51][CH2:52][N:53]([C:56]([O:58][C:59]([CH3:62])([CH3:61])[CH3:60])=[O:57])[CH2:54][CH2:55]1.